This data is from Forward reaction prediction with 1.9M reactions from USPTO patents (1976-2016). The task is: Predict the product of the given reaction. (1) Given the reactants [CH2:1]([O:8][C:9]1[CH:14]=[CH:13][C:12]([C:15](=O)[CH3:16])=[C:11]([O:18]COC)[CH:10]=1)[C:2]1[CH:7]=[CH:6][CH:5]=[CH:4][CH:3]=1.[OH-].[K+].O.NN.Cl, predict the reaction product. The product is: [CH2:1]([O:8][C:9]1[CH:14]=[CH:13][C:12]([CH2:15][CH3:16])=[C:11]([OH:18])[CH:10]=1)[C:2]1[CH:3]=[CH:4][CH:5]=[CH:6][CH:7]=1. (2) Given the reactants [Br:1][C:2]1[CH:21]=[CH:20][C:5]([CH2:6][CH:7]2[CH2:12][CH2:11][N:10](C(OC(C)(C)C)=O)[CH2:9][CH2:8]2)=[CH:4][CH:3]=1.C(Cl)Cl.C(O)(C(F)(F)F)=O, predict the reaction product. The product is: [Br:1][C:2]1[CH:3]=[CH:4][C:5]([CH2:6][CH:7]2[CH2:8][CH2:9][NH:10][CH2:11][CH2:12]2)=[CH:20][CH:21]=1. (3) Given the reactants C([O:8][C:9]1[N:10]=[N:11][C:12]([C:23]#[C:24][C:25]2[CH:26]=[N:27][C:28]([C:31]([F:34])([F:33])[F:32])=[CH:29][CH:30]=2)=[CH:13][C:14]=1[O:15]CC1C=CC=CC=1)C1C=CC=CC=1, predict the reaction product. The product is: [OH:15][C:14]1[C:9](=[O:8])[NH:10][N:11]=[C:12]([CH2:23][CH2:24][C:25]2[CH:26]=[N:27][C:28]([C:31]([F:32])([F:33])[F:34])=[CH:29][CH:30]=2)[CH:13]=1. (4) Given the reactants [C:1]([O:5][C:6](=[O:25])[N:7]([CH2:9][C:10]1[CH:14]=[C:13](Br)[N:12]([S:16]([C:19]2[CH:20]=[N:21][CH:22]=[CH:23][CH:24]=2)(=[O:18])=[O:17])[CH:11]=1)[CH3:8])([CH3:4])([CH3:3])[CH3:2].[CH3:26][C:27]1[CH:32]=[CH:31][N:30]=[CH:29][C:28]=1B(O)O.C(=O)([O-])O.[Na+].COCCOC, predict the reaction product. The product is: [CH3:8][N:7]([CH2:9][C:10]1[CH:14]=[C:13]([C:28]2[CH:29]=[N:30][CH:31]=[CH:32][C:27]=2[CH3:26])[N:12]([S:16]([C:19]2[CH:20]=[N:21][CH:22]=[CH:23][CH:24]=2)(=[O:18])=[O:17])[CH:11]=1)[C:6](=[O:25])[O:5][C:1]([CH3:4])([CH3:3])[CH3:2]. (5) The product is: [CH2:35]([O:34][C:32](=[O:33])[CH2:31][CH:30]1[CH:28]2[CH2:27][CH2:26][CH:25]1[CH2:24][N:23]([C:9]([O:11][C:12]([CH3:13])([CH3:14])[CH3:15])=[O:10])[CH2:29]2)[CH3:36]. Given the reactants [C:9](O[C:9]([O:11][C:12]([CH3:15])([CH3:14])[CH3:13])=[O:10])([O:11][C:12]([CH3:15])([CH3:14])[CH3:13])=[O:10].C([N:23]1[CH2:29][CH:28]2[C:30](=[CH:31][C:32]([O:34][CH2:35][CH3:36])=[O:33])[CH:25]([CH2:26][CH2:27]2)[CH2:24]1)C1C=CC=CC=1.[H][H], predict the reaction product. (6) Given the reactants [OH:1][C@@:2]1([CH2:14][CH2:15]OS(C2C=CC(C)=CC=2)(=O)=O)[CH2:11][C@H:10]2[CH2:12][CH2:13][C@@H:3]1[C:4]1[C:9]2=[CH:8][CH:7]=[CH:6][CH:5]=1.[NH:27]1[C:31]2[CH:32]=[CH:33][CH:34]=[CH:35][C:30]=2[N:29]=[C:28]1[CH2:36][CH2:37][CH2:38][NH:39][CH3:40], predict the reaction product. The product is: [NH:27]1[C:31]2[CH:32]=[CH:33][CH:34]=[CH:35][C:30]=2[N:29]=[C:28]1[CH2:36][CH2:37][CH2:38][N:39]([CH3:40])[CH2:15][CH2:14][C:2]1([OH:1])[CH2:11][CH:10]2[CH2:12][CH2:13][CH:3]1[C:4]1[C:9]2=[CH:8][CH:7]=[CH:6][CH:5]=1. (7) Given the reactants C(=O)([O-])[O-].[Ca+2].[C:6](Cl)(Cl)=[S:7].ClCCl.O.[NH2:14][C:15]1[CH:25]=[CH:24][C:18]([C:19]([N:21]([CH3:23])[CH3:22])=[O:20])=[CH:17][CH:16]=1.Cl, predict the reaction product. The product is: [N:14]([C:15]1[CH:25]=[CH:24][C:18]([C:19]([N:21]([CH3:23])[CH3:22])=[O:20])=[CH:17][CH:16]=1)=[C:6]=[S:7].